Dataset: Peptide-MHC class I binding affinity with 185,985 pairs from IEDB/IMGT. Task: Regression. Given a peptide amino acid sequence and an MHC pseudo amino acid sequence, predict their binding affinity value. This is MHC class I binding data. The peptide sequence is NLKQLPFFYY. The MHC is HLA-A03:01 with pseudo-sequence HLA-A03:01. The binding affinity (normalized) is 0.0305.